This data is from Full USPTO retrosynthesis dataset with 1.9M reactions from patents (1976-2016). The task is: Predict the reactants needed to synthesize the given product. (1) Given the product [C:1]1([C:11]2[C:12]3[CH2:11][C:1]4[C:2](=[CH:3][CH:4]=[CH:5][CH:10]=4)[C:15]=3[C:14]([C:18]#[N:19])=[C:13]([N:20]3[CH2:25][CH2:24][CH2:23][CH2:22][CH2:21]3)[CH:12]=2)[C:10]2[C:5](=[CH:6][CH:7]=[CH:8][CH:9]=2)[CH:4]=[CH:3][CH:2]=1, predict the reactants needed to synthesize it. The reactants are: [C:1]1([C:11]2O[C:15](=O)[C:14]([C:18]#[N:19])=[C:13]([N:20]3[CH2:25][CH2:24][CH2:23][CH2:22][CH2:21]3)[CH:12]=2)[C:10]2[C:5](=[CH:6][CH:7]=[CH:8][CH:9]=2)[CH:4]=[CH:3][CH:2]=1.[H-].[Na+]. (2) The reactants are: C([O:8][C:9]1[C:14]([CH3:15])=[CH:13][C:12]([C:16]2[O:17][C:18]([C:21]3[CH:26]=[C:25]([CH3:27])[N:24]=[C:23]([NH:28][CH:29]([CH3:31])[CH3:30])[N:22]=3)=[CH:19][N:20]=2)=[CH:11][C:10]=1[CH2:32][CH3:33])C1C=CC=CC=1. Given the product [CH2:32]([C:10]1[CH:11]=[C:12]([C:16]2[O:17][C:18]([C:21]3[CH:26]=[C:25]([CH3:27])[N:24]=[C:23]([NH:28][CH:29]([CH3:30])[CH3:31])[N:22]=3)=[CH:19][N:20]=2)[CH:13]=[C:14]([CH3:15])[C:9]=1[OH:8])[CH3:33], predict the reactants needed to synthesize it.